From a dataset of Catalyst prediction with 721,799 reactions and 888 catalyst types from USPTO. Predict which catalyst facilitates the given reaction. (1) Reactant: [CH3:1][C:2]1O[CH:4]=[CH:5][C:6](=[O:25])[C:7]=1[O:8][CH2:9][C@:10]([C:18]([O:20][C:21]([CH3:24])([CH3:23])[CH3:22])=[O:19])([NH2:17])[C:11]1[CH:16]=[CH:15][CH:14]=[CH:13][CH:12]=1.[F:26][C:27]1[CH:34]=[CH:33][CH:32]=[C:31]([F:35])[C:28]=1[CH2:29][NH2:30]. Product: [F:26][C:27]1[CH:34]=[CH:33][CH:32]=[C:31]([F:35])[C:28]=1[CH2:29][N:30]1[CH:4]=[CH:5][C:6](=[O:25])[C:7]([O:8][CH2:9][C@:10]([C:18]([O:20][C:21]([CH3:24])([CH3:23])[CH3:22])=[O:19])([NH2:17])[C:11]2[CH:16]=[CH:15][CH:14]=[CH:13][CH:12]=2)=[C:2]1[CH3:1]. The catalyst class is: 8. (2) Reactant: [F:1][C:2]1[CH:7]=[CH:6][C:5]([F:8])=[CH:4][C:3]=1[C:9]1[CH2:13][N:12]([C:14]([O:16]C(C)(C)C)=O)[C@H:11]([C:21]2[CH:26]=[CH:25][CH:24]=[CH:23][CH:22]=2)[CH:10]=1.FC(F)(F)C(O)=O.C(OC([NH:41][C@@H:42]([CH:46]1[CH2:48][CH2:47]1)C(O)=O)=O)(C)(C)C.Cl.CN(C)CCCN=C=NCC.ON1C2N=CC=CC=2N=N1.C(N(CC)CC)C. Product: [CH:46]1([C@H:42]([NH2:41])[C:14]([N:12]2[CH2:13][C:9]([C:3]3[CH:4]=[C:5]([F:8])[CH:6]=[CH:7][C:2]=3[F:1])=[CH:10][C@H:11]2[C:21]2[CH:22]=[CH:23][CH:24]=[CH:25][CH:26]=2)=[O:16])[CH2:48][CH2:47]1. The catalyst class is: 4. (3) Reactant: [CH3:1][CH:2]([CH3:18])[C:3]([NH:5][C:6]1[CH:11]=[CH:10][CH:9]=[C:8]([CH:12]2[CH2:17][CH2:16][NH:15][CH2:14][CH2:13]2)[CH:7]=1)=[O:4].Cl[CH2:20][CH2:21][C@H:22]([O:29][C:30]1(OC2C=CC=CC=2)[CH:35]=[CH:34][CH:33]=[CH:32][CH2:31]1)[C:23]1[CH:28]=[CH:27][CH:26]=[CH:25][CH:24]=1.[C:43](=[O:46])([O-])[O-].[K+].[K+].[I-].[Na+]. The catalyst class is: 18. Product: [CH3:1][CH:2]([CH3:18])[C:3]([NH:5][C:6]1[CH:11]=[CH:10][CH:9]=[C:8]([CH:12]2[CH2:17][CH2:16][N:15]([CH2:20][CH2:21][C@H:22]([O:29][C:30]3[CH:31]=[CH:32][C:33]([O:46][C:43]4[CH:10]=[CH:11][CH:6]=[CH:7][CH:8]=4)=[CH:34][CH:35]=3)[C:23]3[CH:24]=[CH:25][CH:26]=[CH:27][CH:28]=3)[CH2:14][CH2:13]2)[CH:7]=1)=[O:4]. (4) Reactant: Br[CH2:2][C:3]1[CH:8]=[CH:7][C:6]([C:9]2[N:13]=[C:12]([C:14]3[S:15][C:16]([C:25]([F:28])([F:27])[F:26])=[C:17]([C:19]4[CH:24]=[CH:23][CH:22]=[CH:21][CH:20]=4)[CH:18]=3)[O:11][N:10]=2)=[CH:5][CH:4]=1.[NH:29]1[CH:33]=[C:32]([C:34]([O:36][CH2:37][CH3:38])=[O:35])[CH:31]=[N:30]1.CC(C)([O-])C.[K+]. Product: [C:19]1([C:17]2[CH:18]=[C:14]([C:12]3[O:11][N:10]=[C:9]([C:6]4[CH:7]=[CH:8][C:3]([CH2:2][N:29]5[CH:33]=[C:32]([C:34]([O:36][CH2:37][CH3:38])=[O:35])[CH:31]=[N:30]5)=[CH:4][CH:5]=4)[N:13]=3)[S:15][C:16]=2[C:25]([F:27])([F:28])[F:26])[CH:20]=[CH:21][CH:22]=[CH:23][CH:24]=1. The catalyst class is: 8. (5) Reactant: [CH3:1][N:2]([CH3:17])[C:3](=[O:16])[CH2:4][N:5]1[CH:9]=[C:8]([C:10]#[C:11][Si](C)(C)C)[CH:7]=[N:6]1.CCCC[N+](CCCC)(CCCC)CCCC.[F-]. Product: [C:10]([C:8]1[CH:7]=[N:6][N:5]([CH2:4][C:3]([N:2]([CH3:17])[CH3:1])=[O:16])[CH:9]=1)#[CH:11]. The catalyst class is: 1. (6) Reactant: Cl[C:2]1[N:7]2[C:8](=[O:11])[NH:9][N:10]=[C:6]2[C:5]([C:12]2[CH:17]=[CH:16][C:15]([Cl:18])=[CH:14][CH:13]=2)=[C:4]([C:19]2[CH:24]=[CH:23][C:22]([Cl:25])=[CH:21][CH:20]=2)[N:3]=1.CN.[CH:28]([N:31](CC)C(C)C)(C)C. Product: [CH3:28][NH:31][C:2]1[N:7]2[C:8](=[O:11])[NH:9][N:10]=[C:6]2[C:5]([C:12]2[CH:13]=[CH:14][C:15]([Cl:18])=[CH:16][CH:17]=2)=[C:4]([C:19]2[CH:24]=[CH:23][C:22]([Cl:25])=[CH:21][CH:20]=2)[N:3]=1. The catalyst class is: 1. (7) Reactant: [Cl:1][C:2]1[CH:7]=[C:6]([C:8]2[C:17]3[C:12](=[CH:13][C:14]([S:18]([N:21]([C:31]4[CH:35]=[CH:34][O:33][N:32]=4)[CH2:22][C:23]4[CH:28]=[CH:27][C:26]([O:29][CH3:30])=[CH:25][CH:24]=4)(=[O:20])=[O:19])=[CH:15][CH:16]=3)[C:11]([OH:36])=[CH:10][N:9]=2)[C:5]([O:37][CH3:38])=[CH:4][C:3]=1[C:39]1[CH:44]=[CH:43][CH:42]=[C:41]([F:45])[CH:40]=1.[F:46][C:47]([F:66])([F:65])[S:48](N(C1C=CC=CC=1)[S:48]([C:47]([F:66])([F:65])[F:46])(=[O:50])=[O:49])(=[O:50])=[O:49].C(N(CC)CC)C. Product: [F:46][C:47]([F:66])([F:65])[S:48]([O:36][C:11]1[C:12]2[C:17](=[CH:16][CH:15]=[C:14]([S:18](=[O:19])(=[O:20])[N:21]([C:31]3[CH:35]=[CH:34][O:33][N:32]=3)[CH2:22][C:23]3[CH:24]=[CH:25][C:26]([O:29][CH3:30])=[CH:27][CH:28]=3)[CH:13]=2)[C:8]([C:6]2[C:5]([O:37][CH3:38])=[CH:4][C:3]([C:39]3[CH:44]=[CH:43][CH:42]=[C:41]([F:45])[CH:40]=3)=[C:2]([Cl:1])[CH:7]=2)=[N:9][CH:10]=1)(=[O:50])=[O:49]. The catalyst class is: 2. (8) Product: [CH:29]1[CH:30]=[C:24]2[C:22]([C:18]3[C:17]([NH:26][C:25]2=[CH:27][CH:28]=1)=[CH:16][C:15]1[C:13]([C:9]2[C:8]([NH:21][C:20]=1[CH:19]=3)=[CH:7][CH:6]=[CH:11][CH:10]=2)=[O:14])=[O:23]. The catalyst class is: 6. Reactant: P(=O)(O)(O)O.[CH:6]1[C:11](Cl)=[CH:10][C:9]2[C:13]([C:15]3[C:20]([NH:21][C:8]=2[CH:7]=1)=[CH:19][C:18]1[C:22]([C:24]2[CH:30]=[C:29](Cl)[CH:28]=[CH:27][C:25]=2[NH:26][C:17]=1[CH:16]=3)=[O:23])=[O:14].